This data is from Reaction yield outcomes from USPTO patents with 853,638 reactions. The task is: Predict the reaction yield, written as a fraction of the theoretical maximum amount of product (1.0 means a 100% yield; for example, 0.34 means a 34% yield). (1) The catalyst is CN(C=O)C. The reactants are [F:1][C:2]([C:5]1[CH:6]=[C:7]([CH:11]=[CH:12][N:13]=1)[C:8]([OH:10])=O)([CH3:4])[CH3:3].Cl.C(N=C=NCCCN(C)C)C.O.N1(O)C2C=CC=CC=2N=N1.[CH3:37][C:38]1[N:43]=[CH:42][C:41]([NH2:44])=[CH:40][C:39]=1[C:45]1[CH:50]=[C:49]([N:51]2[CH2:56][CH2:55][O:54][CH2:53][CH2:52]2)[N:48]2[N:57]=[CH:58][CH:59]=[C:47]2[N:46]=1. The product is [F:1][C:2]([C:5]1[CH:6]=[C:7]([CH:11]=[CH:12][N:13]=1)[C:8]([NH:44][C:41]1[CH:42]=[N:43][C:38]([CH3:37])=[C:39]([C:45]2[CH:50]=[C:49]([N:51]3[CH2:56][CH2:55][O:54][CH2:53][CH2:52]3)[N:48]3[N:57]=[CH:58][CH:59]=[C:47]3[N:46]=2)[CH:40]=1)=[O:10])([CH3:3])[CH3:4]. The yield is 0.460. (2) The reactants are [CH3:1][C:2]([C:4]([CH3:6])=[CH2:5])=[CH2:3].[CH2:7]([OH:13])[CH2:8][CH2:9][CH2:10][C:11]#[CH:12]. The catalyst is [Co](Br)Br.[I-].[Zn+2].[I-].[Zn].C1(P(C2C=CC=CC=2)CCP(C2C=CC=CC=2)C2C=CC=CC=2)C=CC=CC=1.C1COCC1. The product is [CH3:3][C:2]1[CH2:1][CH:12]=[C:11]([CH2:10][CH2:9][CH2:8][CH2:7][OH:13])[CH2:5][C:4]=1[CH3:6]. The yield is 0.634. (3) The catalyst is C(Cl)Cl.Cl.CS(C)=O. The reactants are [NH2:1][CH2:2][C@H:3]1[CH2:8][CH2:7][C@H:6]([CH2:9][NH:10][C:11](=[O:17])[O:12][C:13]([CH3:16])([CH3:15])[CH3:14])[CH2:5][CH2:4]1.[C:18]1([C:28]2[CH:33]=[CH:32][CH:31]=[CH:30][CH:29]=2)[CH:23]=[CH:22][CH:21]=[C:20]([S:24](Cl)(=[O:26])=[O:25])[CH:19]=1. The product is [C:18]1([C:28]2[CH:29]=[CH:30][CH:31]=[CH:32][CH:33]=2)[CH:23]=[CH:22][CH:21]=[C:20]([S:24]([NH:1][CH2:2][C@H:3]2[CH2:4][CH2:5][C@H:6]([CH2:9][NH:10][C:11](=[O:17])[O:12][C:13]([CH3:14])([CH3:16])[CH3:15])[CH2:7][CH2:8]2)(=[O:26])=[O:25])[CH:19]=1. The yield is 0.420. (4) The reactants are [Br:1][C:2]1[CH:7]=[CH:6][C:5]([O:8][CH3:9])=[C:4]([N+:10]([O-])=O)[CH:3]=1.C(N(CC)CC)C. The catalyst is [Ni].C(O)C. The product is [Br:1][C:2]1[CH:7]=[CH:6][C:5]([O:8][CH3:9])=[C:4]([CH:3]=1)[NH2:10]. The yield is 1.04. (5) The reactants are [NH2:1][C:2]1[CH:3]=[C:4]([CH:7]=[CH:8][C:9]=1[S:10][CH2:11][C:12]1[CH:17]=[CH:16][CH:15]=[CH:14][CH:13]=1)[C:5]#[N:6].[O:18]1[C:22]2[CH:23]=[CH:24][CH:25]=[CH:26][C:21]=2[CH:20]=[C:19]1[S:27](Cl)(=[O:29])=[O:28]. The catalyst is N1C=CC=CC=1. The product is [CH2:11]([S:10][C:9]1[CH:8]=[CH:7][C:4]([C:5]#[N:6])=[CH:3][C:2]=1[NH:1][S:27]([C:19]1[O:18][C:22]2[CH:23]=[CH:24][CH:25]=[CH:26][C:21]=2[CH:20]=1)(=[O:28])=[O:29])[C:12]1[CH:17]=[CH:16][CH:15]=[CH:14][CH:13]=1. The yield is 0.650. (6) The reactants are [CH:1]1([NH:7][C:8]2[C:13](/[CH:14]=[CH:15]/[C:16](OCC)=[O:17])=[C:12]([CH3:21])[N:11]=[C:10]([NH:22][CH2:23][CH3:24])[N:9]=2)[CH2:6][CH2:5][CH2:4][CH2:3][CH2:2]1. The catalyst is CC(O)=O. The yield is 0.380. The product is [CH:1]1([N:7]2[C:8]3[N:9]=[C:10]([NH:22][CH2:23][CH3:24])[N:11]=[C:12]([CH3:21])[C:13]=3[CH:14]=[CH:15][C:16]2=[O:17])[CH2:6][CH2:5][CH2:4][CH2:3][CH2:2]1.